Dataset: Reaction yield outcomes from USPTO patents with 853,638 reactions. Task: Predict the reaction yield, written as a fraction of the theoretical maximum amount of product (1.0 means a 100% yield; for example, 0.34 means a 34% yield). (1) The reactants are [C:1](=[O:13])([O:11][CH3:12])[O:2][C:3]1[CH:8]=[CH:7][C:6]([F:9])=[CH:5][C:4]=1[Cl:10].[N+:14]([O-])([OH:16])=[O:15]. The catalyst is OS(O)(=O)=O.O. The yield is 0.900. The product is [C:1](=[O:13])([O:11][CH3:12])[O:2][C:3]1[CH:8]=[C:7]([N+:14]([O-:16])=[O:15])[C:6]([F:9])=[CH:5][C:4]=1[Cl:10]. (2) The reactants are Cl[C:2]1[C:11]2[C:6](=[CH:7][C:8]([NH:12][S:13]([C:16]3[CH:21]=[CH:20][C:19]([Cl:22])=[CH:18][CH:17]=3)(=[O:15])=[O:14])=[CH:9][CH:10]=2)[CH:5]=[CH:4][N:3]=1.CO.[CH3:25][NH2:26].C(=O)(O)[O-].[Na+]. No catalyst specified. The product is [Cl:22][C:19]1[CH:20]=[CH:21][C:16]([S:13]([NH:12][C:8]2[CH:7]=[C:6]3[C:11](=[CH:10][CH:9]=2)[C:2]([NH:26][CH3:25])=[N:3][CH:4]=[CH:5]3)(=[O:15])=[O:14])=[CH:17][CH:18]=1. The yield is 0.520. (3) The reactants are [Cl:1][C:2]1[CH:3]=[C:4]([N:11]2[C:20]3[C:15](=[CH:16][C:17]([S:21]([NH:24][C:25]4[CH:29]=[CH:28][O:27][N:26]=4)(=[O:23])=[O:22])=[CH:18][CH:19]=3)[CH:14]=[CH:13][C:12]2=[O:30])[C:5]([O:9][CH3:10])=[N:6][C:7]=1Cl.[F:31][C:32]1[CH:33]=[C:34](B(O)O)[CH:35]=[CH:36][CH:37]=1.C(=O)([O-])[O-].[K+].[K+]. The catalyst is C1C=CC([P]([Pd]([P](C2C=CC=CC=2)(C2C=CC=CC=2)C2C=CC=CC=2)([P](C2C=CC=CC=2)(C2C=CC=CC=2)C2C=CC=CC=2)[P](C2C=CC=CC=2)(C2C=CC=CC=2)C2C=CC=CC=2)(C2C=CC=CC=2)C2C=CC=CC=2)=CC=1. The product is [Cl:1][C:2]1[CH:3]=[C:4]([N:11]2[C:20]3[C:15](=[CH:16][C:17]([S:21]([NH:24][C:25]4[CH:29]=[CH:28][O:27][N:26]=4)(=[O:23])=[O:22])=[CH:18][CH:19]=3)[CH:14]=[CH:13][C:12]2=[O:30])[C:5]([O:9][CH3:10])=[N:6][C:7]=1[C:36]1[CH:35]=[CH:34][CH:33]=[C:32]([F:31])[CH:37]=1. The yield is 0.417. (4) The product is [F:1][C:2]([F:7])([F:6])[C:3]([OH:5])=[O:4].[CH2:39]([S:36]([N:33]1[CH2:34][CH2:35][CH:30]([C:21]2[C:20]3[C:24](=[C:25]([C:27]([NH2:29])=[O:28])[CH:26]=[C:18]([C:15]4[CH:14]=[C:13]([CH2:12][N:10]([CH2:8][CH2:9][OH:4])[CH3:11])[S:17][CH:16]=4)[CH:19]=3)[NH:23][CH:22]=2)[CH2:31][CH2:32]1)(=[O:37])=[O:38])[CH3:40]. No catalyst specified. The reactants are [F:1][C:2]([F:7])([F:6])[C:3]([OH:5])=[O:4].[CH2:8]([N:10]([CH2:12][C:13]1[S:17][CH:16]=[C:15]([C:18]2[CH:19]=[C:20]3[C:24](=[C:25]([C:27]([NH2:29])=[O:28])[CH:26]=2)[NH:23][CH:22]=[C:21]3[CH:30]2[CH2:35][CH2:34][N:33]([S:36]([CH2:39][CH3:40])(=[O:38])=[O:37])[CH2:32][CH2:31]2)[CH:14]=1)[CH3:11])[CH3:9].CNCC. The yield is 0.436. (5) The catalyst is CN(C=O)C. The reactants are [NH:1]1[CH2:6][CH2:5][CH:4]([C:7]2[CH:12]=[CH:11][C:10]([NH:13][C:14]([C:16]3[N:17]=[C:18]([C:25]4[CH:30]=[CH:29][CH:28]=[CH:27][CH:26]=4)[O:19][C:20]=3[C:21]([F:24])([F:23])[F:22])=[O:15])=[CH:9][CH:8]=2)[CH2:3][CH2:2]1.[OH:31][C:32]1[CH:36]=[C:35]([CH2:37][CH2:38][C:39](O)=[O:40])[O:34][N:33]=1.C(N(CC)CC)C.F[P-](F)(F)(F)(F)F.N1(O[P+](N(C)C)(N(C)C)N(C)C)C2C=CC=CC=2N=N1. The product is [OH:31][C:32]1[CH:36]=[C:35]([CH2:37][CH2:38][C:39]([N:1]2[CH2:6][CH2:5][CH:4]([C:7]3[CH:8]=[CH:9][C:10]([NH:13][C:14]([C:16]4[N:17]=[C:18]([C:25]5[CH:30]=[CH:29][CH:28]=[CH:27][CH:26]=5)[O:19][C:20]=4[C:21]([F:22])([F:23])[F:24])=[O:15])=[CH:11][CH:12]=3)[CH2:3][CH2:2]2)=[O:40])[O:34][N:33]=1. The yield is 0.250. (6) The yield is 0.640. The catalyst is C1COCC1. The reactants are [Cl:1][C:2]1[CH:3]=[C:4]([CH3:26])[C:5]([CH2:8][N:9]([CH2:16][C:17]2[C:22]([CH:23]([CH3:25])[CH3:24])=[CH:21][CH:20]=[CH:19][N:18]=2)[CH:10]2[CH2:15][CH2:14][NH:13][CH2:12][CH2:11]2)=[N:6][CH:7]=1.[O:27]([C:34]([NH:36][OH:37])=O)C1C=CC=CC=1. The product is [OH:37][NH:36][C:34]([N:13]1[CH2:12][CH2:11][CH:10]([N:9]([CH2:8][C:5]2[C:4]([CH3:26])=[CH:3][C:2]([Cl:1])=[CH:7][N:6]=2)[CH2:16][C:17]2[C:22]([CH:23]([CH3:24])[CH3:25])=[CH:21][CH:20]=[CH:19][N:18]=2)[CH2:15][CH2:14]1)=[O:27].